This data is from Full USPTO retrosynthesis dataset with 1.9M reactions from patents (1976-2016). The task is: Predict the reactants needed to synthesize the given product. (1) Given the product [CH:1]([N:4]1[CH2:9][CH2:8][CH:7]([O:10][C:11]2[CH:19]=[CH:18][C:17]3[N:16]4[C@H:20]([CH3:25])[CH2:21][N:22]([CH2:32][CH2:31][C@@H:30]([OH:44])[C:29]([F:46])([F:45])[F:28])[C:23](=[O:24])[C:15]4=[CH:14][C:13]=3[CH:12]=2)[CH2:6][CH2:5]1)([CH3:3])[CH3:2], predict the reactants needed to synthesize it. The reactants are: [CH:1]([N:4]1[CH2:9][CH2:8][CH:7]([O:10][C:11]2[CH:19]=[CH:18][C:17]3[N:16]4[C@H:20]([CH3:25])[CH2:21][NH:22][C:23](=[O:24])[C:15]4=[CH:14][C:13]=3[CH:12]=2)[CH2:6][CH2:5]1)([CH3:3])[CH3:2].[H-].[Na+].[F:28][C:29]([F:46])([F:45])[C@H:30]([OH:44])[CH2:31][CH2:32]OS(C1C=CC(C)=CC=1)(=O)=O.FC(F)(F)[C@H](O)CCO.FF. (2) Given the product [CH2:1]([O:8][C:9]([NH:11][C@H:12]([C:50]([OH:52])=[O:51])[CH2:13][O:14][C:15]([C@@H:17]1[CH2:21][C@@H:20]([CH3:22])[CH2:19][N:18]1[C:23](=[O:49])[C@@H:24]([NH:26][C:27]([C@@H:29]1[CH2:34][CH2:33][CH2:32][CH2:31][N:30]1[C:35]([C@@H:37]1[CH2:41][CH2:40][CH2:39][N:38]1[C:42]([O:44][C:45]([CH3:46])([CH3:47])[CH3:48])=[O:43])=[O:36])=[O:28])[CH3:25])=[O:16])=[O:10])[C:2]1[CH:3]=[CH:4][CH:5]=[CH:6][CH:7]=1, predict the reactants needed to synthesize it. The reactants are: [CH2:1]([O:8][C:9]([NH:11][C@H:12]([C:50]([O:52]CC(=O)C1C=CC=CC=1)=[O:51])[CH2:13][O:14][C:15]([C@@H:17]1[CH2:21][C@@H:20]([CH3:22])[CH2:19][N:18]1[C:23](=[O:49])[C@@H:24]([NH:26][C:27]([C@@H:29]1[CH2:34][CH2:33][CH2:32][CH2:31][N:30]1[C:35]([C@@H:37]1[CH2:41][CH2:40][CH2:39][N:38]1[C:42]([O:44][C:45]([CH3:48])([CH3:47])[CH3:46])=[O:43])=[O:36])=[O:28])[CH3:25])=[O:16])=[O:10])[C:2]1[CH:7]=[CH:6][CH:5]=[CH:4][CH:3]=1. (3) Given the product [C:1]([C:3]1[CH:4]=[C:5]([NH:9][C:10]2[C:19]3[C:14](=[CH:15][C:16]([F:23])=[C:17]([NH2:20])[CH:18]=3)[N:13]=[CH:12][N:11]=2)[CH:6]=[CH:7][CH:8]=1)#[CH:2], predict the reactants needed to synthesize it. The reactants are: [C:1]([C:3]1[CH:4]=[C:5]([NH:9][C:10]2[C:19]3[C:14](=[CH:15][C:16]([F:23])=[C:17]([N+:20]([O-])=O)[CH:18]=3)[N:13]=[CH:12][N:11]=2)[CH:6]=[CH:7][CH:8]=1)#[CH:2].O.O.Cl[Sn]Cl.C([O-])(O)=O.[Na+]. (4) Given the product [CH2:15]([C:9]1[N:7]=[CH:5][N:6]=[C:11]([OH:12])[CH:10]=1)[CH3:16], predict the reactants needed to synthesize it. The reactants are: C(O)(=O)C.[CH:5]([NH2:7])=[NH:6].O=[C:9]([CH2:15][CH3:16])[CH2:10][C:11](OC)=[O:12].C[O-].[Na+].O. (5) Given the product [Cl:33][CH:34]([Cl:38])[C:35]([N:23]1[CH2:24][CH2:25][N:20]([C:10]2[N:11]=[C:12]([N:14]3[CH2:15][CH2:16][O:17][CH2:18][CH2:19]3)[N:13]=[C:8]([N:7]3[C:6]4[CH:26]=[CH:27][CH:28]=[C:29]([O:30][CH3:31])[C:5]=4[N:4]=[C:3]3[CH:2]([F:1])[F:32])[N:9]=2)[CH2:21][CH2:22]1)=[O:36], predict the reactants needed to synthesize it. The reactants are: [F:1][CH:2]([F:32])[C:3]1[N:7]([C:8]2[N:13]=[C:12]([N:14]3[CH2:19][CH2:18][O:17][CH2:16][CH2:15]3)[N:11]=[C:10]([N:20]3[CH2:25][CH2:24][NH:23][CH2:22][CH2:21]3)[N:9]=2)[C:6]2[CH:26]=[CH:27][CH:28]=[C:29]([O:30][CH3:31])[C:5]=2[N:4]=1.[Cl:33][CH:34]([Cl:38])[C:35](Cl)=[O:36]. (6) The reactants are: [C:1](Cl)(=O)[C:2]([Cl:4])=[O:3].[C:7]1([C@H:13]2C[C@@H:14]2C(O)=O)[CH:12]=[CH:11][CH:10]=[CH:9][CH:8]=1. Given the product [C:7]1([C@H:13]2[CH2:14][C@@H:1]2[C:2]([Cl:4])=[O:3])[CH:12]=[CH:11][CH:10]=[CH:9][CH:8]=1, predict the reactants needed to synthesize it. (7) Given the product [C:1]([C:3]1[N:7]([CH:8]2[CH2:13][CH2:12][N:11]([C:14]([O:16][CH:17]([CH3:19])[CH3:18])=[O:15])[CH2:10][CH2:9]2)[N:6]=[CH:5][C:4]=1[C:20]#[CH:22])#[N:2], predict the reactants needed to synthesize it. The reactants are: [C:1]([C:3]1[N:7]([CH:8]2[CH2:13][CH2:12][N:11]([C:14]([O:16][CH:17]([CH3:19])[CH3:18])=[O:15])[CH2:10][CH2:9]2)[N:6]=[CH:5][C:4]=1[CH:20]=O)#[N:2].[CH3:22]OP(C(=[N+]=[N-])C(=O)C)(=O)OC.C(=O)([O-])[O-].[K+].[K+].